This data is from Merck oncology drug combination screen with 23,052 pairs across 39 cell lines. The task is: Regression. Given two drug SMILES strings and cell line genomic features, predict the synergy score measuring deviation from expected non-interaction effect. (1) Drug 1: CCC1=CC2CN(C1)Cc1c([nH]c3ccccc13)C(C(=O)OC)(c1cc3c(cc1OC)N(C)C1C(O)(C(=O)OC)C(OC(C)=O)C4(CC)C=CCN5CCC31C54)C2. Drug 2: Cn1c(=O)n(-c2ccc(C(C)(C)C#N)cc2)c2c3cc(-c4cnc5ccccc5c4)ccc3ncc21. Cell line: CAOV3. Synergy scores: synergy=-37.2. (2) Synergy scores: synergy=20.2. Drug 2: CCc1c2c(nc3ccc(O)cc13)-c1cc3c(c(=O)n1C2)COC(=O)C3(O)CC. Drug 1: O=S1(=O)NC2(CN1CC(F)(F)F)C1CCC2Cc2cc(C=CCN3CCC(C(F)(F)F)CC3)ccc2C1. Cell line: SKOV3. (3) Drug 1: CCC1=CC2CN(C1)Cc1c([nH]c3ccccc13)C(C(=O)OC)(c1cc3c(cc1OC)N(C)C1C(O)(C(=O)OC)C(OC(C)=O)C4(CC)C=CCN5CCC31C54)C2. Drug 2: Cn1cc(-c2cnn3c(N)c(Br)c(C4CCCNC4)nc23)cn1. Cell line: ES2. Synergy scores: synergy=22.3. (4) Drug 1: CCC1=CC2CN(C1)Cc1c([nH]c3ccccc13)C(C(=O)OC)(c1cc3c(cc1OC)N(C)C1C(O)(C(=O)OC)C(OC(C)=O)C4(CC)C=CCN5CCC31C54)C2. Drug 2: NC1(c2ccc(-c3nc4ccn5c(=O)[nH]nc5c4cc3-c3ccccc3)cc2)CCC1. Cell line: A2058. Synergy scores: synergy=-7.30. (5) Drug 1: CC1CC2C3CCC4=CC(=O)C=CC4(C)C3(F)C(O)CC2(C)C1(O)C(=O)CO. Drug 2: O=C(CCCCCCC(=O)Nc1ccccc1)NO. Cell line: ES2. Synergy scores: synergy=-3.74.